From a dataset of Peptide-MHC class I binding affinity with 185,985 pairs from IEDB/IMGT. Regression. Given a peptide amino acid sequence and an MHC pseudo amino acid sequence, predict their binding affinity value. This is MHC class I binding data. (1) The peptide sequence is THEGVVCAL. The MHC is HLA-A29:02 with pseudo-sequence HLA-A29:02. The binding affinity (normalized) is 0.428. (2) The peptide sequence is RLIQNSITI. The MHC is HLA-A68:02 with pseudo-sequence HLA-A68:02. The binding affinity (normalized) is 0. (3) The peptide sequence is ADCVFPMV. The MHC is H-2-Kb with pseudo-sequence H-2-Kb. The binding affinity (normalized) is 0.313. (4) The peptide sequence is RFPLTFGW. The MHC is HLA-B44:03 with pseudo-sequence HLA-B44:03. The binding affinity (normalized) is 0. (5) The peptide sequence is RAPKVRLSL. The MHC is HLA-B07:02 with pseudo-sequence HLA-B07:02. The binding affinity (normalized) is 0.696. (6) The peptide sequence is FANNGFTLV. The MHC is HLA-A02:06 with pseudo-sequence HLA-A02:06. The binding affinity (normalized) is 1.00. (7) The peptide sequence is AFRSAFVRI. The MHC is H-2-Kd with pseudo-sequence H-2-Kd. The binding affinity (normalized) is 0.319.